From a dataset of Forward reaction prediction with 1.9M reactions from USPTO patents (1976-2016). Predict the product of the given reaction. (1) The product is: [NH2:1][C:2]1[C:7]([C:8]#[N:9])=[C:6]([C:10]2[CH:11]=[CH:12][C:13]([O:14][CH2:15][CH2:16][O:17][C:18](=[O:24])/[CH:19]=[CH:20]\[C:21]([O-:23])=[O:22])=[CH:25][CH:26]=2)[C:5]([C:27]#[N:28])=[C:4]([S:29][CH2:30][C:31]2[N:32]=[C:33]([C:36]3[CH:37]=[CH:38][C:39]([Cl:42])=[CH:40][CH:41]=3)[S:34][CH:35]=2)[N:3]=1.[OH:53][CH2:52][CH2:51][NH2+:50][CH2:54][CH2:55][OH:56]. Given the reactants [NH2:1][C:2]1[C:7]([C:8]#[N:9])=[C:6]([C:10]2[CH:26]=[CH:25][C:13]([O:14][CH2:15][CH2:16][O:17][C:18](=[O:24])/[CH:19]=[CH:20]\[C:21]([O-:23])=[O:22])=[CH:12][CH:11]=2)[C:5]([C:27]#[N:28])=[C:4]([S:29][CH2:30][C:31]2[N:32]=[C:33]([C:36]3[CH:41]=[CH:40][C:39]([Cl:42])=[CH:38][CH:37]=3)[S:34][CH:35]=2)[N:3]=1.OCC[N+](C)(C)C.[NH:50]([CH2:54][CH2:55][OH:56])[CH2:51][CH2:52][OH:53], predict the reaction product. (2) Given the reactants CS[C:3]1[N:4]=[CH:5][C:6]2[C:15](=[O:16])[N:14]([CH2:17][CH:18]3[CH2:23][CH2:22][N:21]([C:24]([O:26][C:27]([CH3:30])([CH3:29])[CH3:28])=[O:25])[CH2:20][CH2:19]3)[CH2:13][C@H:12]3[N:8]([CH2:9][CH2:10][CH2:11]3)[C:7]=2[N:31]=1.ClC1C=CC=C(C(OO)=O)C=1.C(=O)(O)[O-].[Na+].[CH2:48]([NH2:50])[CH3:49].C1COCC1, predict the reaction product. The product is: [CH2:48]([NH:50][C:3]1[N:4]=[CH:5][C:6]2[C:15](=[O:16])[N:14]([CH2:17][CH:18]3[CH2:19][CH2:20][N:21]([C:24]([O:26][C:27]([CH3:29])([CH3:28])[CH3:30])=[O:25])[CH2:22][CH2:23]3)[CH2:13][C@H:12]3[N:8]([CH2:9][CH2:10][CH2:11]3)[C:7]=2[N:31]=1)[CH3:49]. (3) Given the reactants B(Br)(Br)Br.C([O:12][C:13]1[CH:27]=[CH:26][C:16]2[C:17]([CH:20]3[CH2:25][CH2:24][CH2:23][CH2:22][CH2:21]3)=[N:18][S:19][C:15]=2[CH:14]=1)C1C=CC=CC=1.O, predict the reaction product. The product is: [CH:20]1([C:17]2[C:16]3[CH:26]=[CH:27][C:13]([OH:12])=[CH:14][C:15]=3[S:19][N:18]=2)[CH2:21][CH2:22][CH2:23][CH2:24][CH2:25]1.